Predict the product of the given reaction. From a dataset of Forward reaction prediction with 1.9M reactions from USPTO patents (1976-2016). (1) Given the reactants O=S(Cl)Cl.[Br:5][C:6]1[C:7]([Cl:15])=[N:8][CH:9]=[C:10]([CH:14]=1)[C:11]([OH:13])=O.CCN(C(C)C)C(C)C.[F:25][C:26]([S:29][C:30]1[CH:36]=[CH:35][C:33]([NH2:34])=[CH:32][CH:31]=1)([F:28])[F:27], predict the reaction product. The product is: [Br:5][C:6]1[C:7]([Cl:15])=[N:8][CH:9]=[C:10]([CH:14]=1)[C:11]([NH:34][C:33]1[CH:35]=[CH:36][C:30]([S:29][C:26]([F:28])([F:25])[F:27])=[CH:31][CH:32]=1)=[O:13]. (2) Given the reactants [Br:1][C:2]1[N:3]=[C:4]([CH2:16][CH3:17])[C:5]([NH:10][C@@H:11]([CH2:14][CH3:15])[CH2:12][OH:13])=[N:6][C:7]=1[CH2:8][CH3:9].[H-].[Na+].I[CH2:21][CH3:22], predict the reaction product. The product is: [Br:1][C:2]1[N:3]=[C:4]([CH2:16][CH3:17])[C:5]([NH:10][C@H:11]([CH2:12][O:13][CH2:21][CH3:22])[CH2:14][CH3:15])=[N:6][C:7]=1[CH2:8][CH3:9]. (3) Given the reactants [C:1]([C:5]1[CH:10]=[C:9]([O:11][CH3:12])[CH:8]=[CH:7][C:6]=1[OH:13])([CH3:4])([CH3:3])[CH3:2].Br[CH2:15][C:16]([O:18][CH3:19])=[O:17].C(=O)([O-])[O-].[Cs+].[Cs+], predict the reaction product. The product is: [C:1]([C:5]1[CH:10]=[C:9]([O:11][CH3:12])[CH:8]=[CH:7][C:6]=1[O:13][CH2:15][C:16]([O:18][CH3:19])=[O:17])([CH3:4])([CH3:2])[CH3:3]. (4) Given the reactants [CH2:1]([C@H:8]([NH:29][C:30](=[O:40])[O:31][C@@H:32]1[C@H:39]2[C@H:35]([O:36][CH2:37][CH2:38]2)[O:34][CH2:33]1)[C@@H:9]([OH:28])[CH:10]([NH:17][S:18]([C:21]1[CH:26]=[CH:25][C:24]([OH:27])=[CH:23][CH:22]=1)(=[O:20])=[O:19])[O:11][CH:12]1[CH2:16][CH2:15][CH2:14][CH2:13]1)[C:2]1[CH:7]=[CH:6][CH:5]=[CH:4][CH:3]=1.Br[CH:42]([CH3:44])[CH3:43].C(=O)([O-])[O-].[K+].[K+], predict the reaction product. The product is: [CH2:1]([C@H:8]([NH:29][C:30](=[O:40])[O:31][C@@H:32]1[C@H:39]2[C@H:35]([O:36][CH2:37][CH2:38]2)[O:34][CH2:33]1)[C@@H:9]([OH:28])[CH:10]([NH:17][S:18]([C:21]1[CH:26]=[CH:25][C:24]([O:27][CH:42]([CH3:44])[CH3:43])=[CH:23][CH:22]=1)(=[O:20])=[O:19])[O:11][CH:12]1[CH2:13][CH2:14][CH2:15][CH2:16]1)[C:2]1[CH:7]=[CH:6][CH:5]=[CH:4][CH:3]=1. (5) Given the reactants [O:1]=[S:2]1(=[O:30])[C:8]2[CH:9]=[CH:10][CH:11]=[CH:12][C:7]=2[CH2:6][N:5]([C:13]2[CH:22]=[C:21]([NH:23][CH2:24][CH2:25][NH:26][CH2:27][CH3:28])[C:20]3[C:15](=[CH:16][CH:17]=[C:18]([CH3:29])[CH:19]=3)[N:14]=2)[CH2:4][CH2:3]1.[O:31]1[CH2:34][C:33](=O)[CH2:32]1, predict the reaction product. The product is: [O:30]=[S:2]1(=[O:1])[C:8]2[CH:9]=[CH:10][CH:11]=[CH:12][C:7]=2[CH2:6][N:5]([C:13]2[CH:22]=[C:21]([NH:23][CH2:24][CH2:25][N:26]([CH2:27][CH3:28])[CH:33]3[CH2:34][O:31][CH2:32]3)[C:20]3[C:15](=[CH:16][CH:17]=[C:18]([CH3:29])[CH:19]=3)[N:14]=2)[CH2:4][CH2:3]1. (6) Given the reactants Cl.C[N:3]([C:7]1[NH:8][C:9]2[C:10]([N:26]=1)=[N:11][CH:12]=[C:13]([C:15]1[CH:16]=[CH:17][C:18]3[O:24][CH2:23][CH2:22][NH:21][CH2:20][C:19]=3[CH:25]=1)[CH:14]=2)C(=O)O.Cl[C:28]1[C:37]2[CH2:36][CH2:35][C@H:34]([CH2:38][CH3:39])[CH2:33][C:32]=2[N:31]=[CH:30][N:29]=1.C(N(CC)C(C)C)(C)C, predict the reaction product. The product is: [CH2:38]([C@@H:34]1[CH2:33][C:32]2[N:31]=[CH:30][N:29]=[C:28]([N:21]3[CH2:20][C:19]4[CH:25]=[C:15]([C:13]5[CH:14]=[C:9]6[NH:8][C:7]([NH2:3])=[N:26][C:10]6=[N:11][CH:12]=5)[CH:16]=[CH:17][C:18]=4[O:24][CH2:23][CH2:22]3)[C:37]=2[CH2:36][CH2:35]1)[CH3:39]. (7) Given the reactants Cl[C:2]1[N:3]=[C:4]2[CH:12]=[CH:11][C:10]([F:13])=[CH:9][N:5]2[C:6](=[O:8])[CH:7]=1.[NH2:14][C:15]1[CH:20]=[CH:19][C:18](B2OC(C)(C)C(C)(C)O2)=[CH:17][N:16]=1.C([O-])([O-])=O.[K+].[K+], predict the reaction product. The product is: [NH2:14][C:15]1[N:16]=[CH:17][C:18]([C:2]2[N:3]=[C:4]3[CH:12]=[CH:11][C:10]([F:13])=[CH:9][N:5]3[C:6](=[O:8])[CH:7]=2)=[CH:19][CH:20]=1.